From a dataset of Reaction yield outcomes from USPTO patents with 853,638 reactions. Predict the reaction yield, written as a fraction of the theoretical maximum amount of product (1.0 means a 100% yield; for example, 0.34 means a 34% yield). (1) The reactants are C([O:8][C:9]1[CH:14]=[CH:13][C:12]([N+:15]([O-])=O)=[C:11]([F:18])[C:10]=1[F:19])C1C=CC=CC=1. The catalyst is CO.[Pd]. The product is [NH2:15][C:12]1[CH:13]=[CH:14][C:9]([OH:8])=[C:10]([F:19])[C:11]=1[F:18]. The yield is 0.920. (2) The reactants are Cl.[CH2:2]([O:4][C:5](=[O:31])[C:6]([CH3:30])([CH3:29])[CH2:7][CH2:8][CH2:9][CH2:10][CH2:11][C:12]([N+]#[C-])(S(C1C=CC(C)=CC=1)(=O)=O)[CH2:13][CH2:14][CH2:15][CH3:16])[CH3:3].[OH2:32]. The catalyst is C(Cl)Cl. The product is [CH2:2]([O:4][C:5](=[O:31])[C:6]([CH3:30])([CH3:29])[CH2:7][CH2:8][CH2:9][CH2:10][CH2:11][C:12](=[O:32])[CH2:13][CH2:14][CH2:15][CH3:16])[CH3:3]. The yield is 0.890.